Predict which catalyst facilitates the given reaction. From a dataset of Catalyst prediction with 721,799 reactions and 888 catalyst types from USPTO. (1) Reactant: [F:1][C:2]1[C:3]([C:11]([F:14])([F:13])[F:12])=[N:4][CH:5]=[CH:6][C:7]=1[CH:8]=[N:9]O. Product: [F:1][C:2]1[C:3]([C:11]([F:13])([F:14])[F:12])=[N:4][CH:5]=[CH:6][C:7]=1[CH2:8][NH2:9]. The catalyst class is: 183. (2) Reactant: [F:1][C:2]1[CH:7]=[C:6]([F:8])[CH:5]=[CH:4][C:3]=1[N:9]1[C:13]([C:14]2[S:23][C:22]3[C:21]4[N:24]=[C:25]([N:28]5[CH2:33][C@H:32]([CH3:34])[NH:31][C@H:30]([CH3:35])[CH2:29]5)[CH:26]=[CH:27][C:20]=4[O:19][CH2:18][CH2:17][C:16]=3[CH:15]=2)=[N:12][CH:11]=[N:10]1.Br[CH2:37][CH2:38]F.C(=O)([O-])[O-].[Cs+].[Cs+]. Product: [F:1][C:2]1[CH:7]=[C:6]([F:8])[CH:5]=[CH:4][C:3]=1[N:9]1[C:13]([C:14]2[S:23][C:22]3[C:21]4[N:24]=[C:25]([N:28]5[CH2:33][C@H:32]([CH3:34])[N:31]([CH2:37][CH3:38])[C@H:30]([CH3:35])[CH2:29]5)[CH:26]=[CH:27][C:20]=4[O:19][CH2:18][CH2:17][C:16]=3[CH:15]=2)=[N:12][CH:11]=[N:10]1. The catalyst class is: 9. (3) Reactant: [C:1]([C:5]1[CH:6]=[C:7]([CH3:12])[CH:8]=[C:9]([CH3:11])[CH:10]=1)([CH3:4])([CH3:3])[CH3:2].C1C(=O)N([Br:20])C(=O)C1. Product: [Br:20][CH2:11][C:9]1[CH:8]=[C:7]([CH3:12])[CH:6]=[C:5]([C:1]([CH3:4])([CH3:3])[CH3:2])[CH:10]=1. The catalyst class is: 340. (4) Reactant: Br[C:2]1[C:7](=[O:8])[N:6]([CH2:9][C:10]2[CH:15]=[CH:14][C:13]([C:16]3[C:17]([C:22]#[N:23])=[CH:18][CH:19]=[CH:20][CH:21]=3)=[CH:12][CH:11]=2)[C:5]([CH2:24][CH2:25][CH3:26])=[N:4][C:3]=1[CH2:27][CH3:28].[CH3:29][O:30][C:31]1[CH:32]=[C:33]([OH:37])[CH:34]=[CH:35][CH:36]=1.[OH-].[K+].CS(C)=O. Product: [CH2:27]([C:3]1[N:4]=[C:5]([CH2:24][CH2:25][CH3:26])[N:6]([CH2:9][C:10]2[CH:15]=[CH:14][C:13]([C:16]3[C:17]([C:22]#[N:23])=[CH:18][CH:19]=[CH:20][CH:21]=3)=[CH:12][CH:11]=2)[C:7](=[O:8])[C:2]=1[O:37][C:33]1[CH:34]=[CH:35][CH:36]=[C:31]([O:30][CH3:29])[CH:32]=1)[CH3:28]. The catalyst class is: 13.